Regression. Given a peptide amino acid sequence and an MHC pseudo amino acid sequence, predict their binding affinity value. This is MHC class I binding data. From a dataset of Peptide-MHC class I binding affinity with 185,985 pairs from IEDB/IMGT. (1) The MHC is H-2-Kd with pseudo-sequence H-2-Kd. The peptide sequence is HWMRGRGL. The binding affinity (normalized) is 0.168. (2) The peptide sequence is YLALYNKYKY. The MHC is HLA-A30:02 with pseudo-sequence HLA-A30:02. The binding affinity (normalized) is 0.673. (3) The peptide sequence is RYSHWTKL. The MHC is HLA-B14:02 with pseudo-sequence HLA-B14:02. The binding affinity (normalized) is 0.0847. (4) The peptide sequence is MPAMVPPYA. The MHC is HLA-A03:01 with pseudo-sequence HLA-A03:01. The binding affinity (normalized) is 0.0847.